This data is from Reaction yield outcomes from USPTO patents with 853,638 reactions. The task is: Predict the reaction yield, written as a fraction of the theoretical maximum amount of product (1.0 means a 100% yield; for example, 0.34 means a 34% yield). (1) The reactants are [C:1]([NH:20][C:21]1[S:22][CH:23]=[C:24]([C:26]([OH:28])=[O:27])[N:25]=1)([C:14]1[CH:19]=[CH:18][CH:17]=[CH:16][CH:15]=1)([C:8]1[CH:13]=[CH:12][CH:11]=[CH:10][CH:9]=1)[C:2]1[CH:7]=[CH:6][CH:5]=[CH:4][CH:3]=1.[OH-].[K+].I[CH2:32][CH2:33][CH3:34].O. The yield is 0.760. The catalyst is CS(C)=O.C(OCC)(=O)C. The product is [CH2:32]([O:27][C:26]([C:24]1[N:25]=[C:21]([NH:20][C:1]([C:14]2[CH:19]=[CH:18][CH:17]=[CH:16][CH:15]=2)([C:8]2[CH:9]=[CH:10][CH:11]=[CH:12][CH:13]=2)[C:2]2[CH:7]=[CH:6][CH:5]=[CH:4][CH:3]=2)[S:22][CH:23]=1)=[O:28])[CH2:33][CH3:34]. (2) The reactants are [CH3:1][O:2][C:3]1[CH:8]=[CH:7][C:6]([CH:9]([CH3:13])[C:10]([OH:12])=O)=[CH:5][CH:4]=1.[CH3:14][O:15][C:16]1[CH:21]=[CH:20][CH:19]=[C:18]([O:22][CH3:23])[CH:17]=1. No catalyst specified. The product is [CH3:14][O:15][C:16]1[CH:17]=[C:18]([O:22][CH3:23])[CH:19]=[CH:20][C:21]=1[C:10]([CH:9]([CH3:13])[C:6]1[CH:5]=[CH:4][C:3]([O:2][CH3:1])=[CH:8][CH:7]=1)=[O:12]. The yield is 0.580.